Dataset: Forward reaction prediction with 1.9M reactions from USPTO patents (1976-2016). Task: Predict the product of the given reaction. (1) Given the reactants [NH2:1][C:2]1[CH:3]=[C:4]([CH:24]=[CH:25][CH:26]=1)[CH2:5][S:6][C:7]1[NH:8][C:9](=[O:23])[C:10]([C:21]#[N:22])=[C:11]([C:13]2[CH:18]=[CH:17][CH:16]=[C:15]([O:19][CH3:20])[CH:14]=2)[N:12]=1.[Cl:27][C:28]1[CH:29]=[C:30]([N:35]=[C:36]=[O:37])[CH:31]=[CH:32][C:33]=1[Cl:34].C1COCC1, predict the reaction product. The product is: [C:21]([C:10]1[C:9](=[O:23])[NH:8][C:7]([S:6][CH2:5][C:4]2[CH:3]=[C:2]([NH:1][C:36]([NH:35][C:30]3[CH:31]=[CH:32][C:33]([Cl:34])=[C:28]([Cl:27])[CH:29]=3)=[O:37])[CH:26]=[CH:25][CH:24]=2)=[N:12][C:11]=1[C:13]1[CH:18]=[CH:17][CH:16]=[C:15]([O:19][CH3:20])[CH:14]=1)#[N:22]. (2) Given the reactants FC(F)(F)C(O)=O.[NH2:8][C@H:9]([C:19]1[C:24]([C:25]2[CH:26]=[CH:27][C:28]([F:34])=[C:29]([CH:33]=2)[C:30]([NH2:32])=[O:31])=[CH:23][CH:22]=[CH:21][N:20]=1)[CH2:10][C:11]1[CH:16]=[C:15]([F:17])[CH:14]=[C:13]([F:18])[CH:12]=1.[CH3:35][O:36][C:37]1[CH:45]=[C:44]2[C:40]([CH:41]([CH2:47][C:48](O)=[O:49])[C:42](=[O:46])[NH:43]2)=[CH:39][CH:38]=1, predict the reaction product. The product is: [F:17][C:15]1[CH:16]=[C:11]([CH2:10][C@@H:9]([C:19]2[C:24]([C:25]3[CH:26]=[CH:27][C:28]([F:34])=[C:29]([CH:33]=3)[C:30]([NH2:32])=[O:31])=[CH:23][CH:22]=[CH:21][N:20]=2)[NH:8][C:48](=[O:49])[CH2:47][CH:41]2[C:40]3[C:44](=[CH:45][C:37]([O:36][CH3:35])=[CH:38][CH:39]=3)[NH:43][C:42]2=[O:46])[CH:12]=[C:13]([F:18])[CH:14]=1.